From a dataset of Forward reaction prediction with 1.9M reactions from USPTO patents (1976-2016). Predict the product of the given reaction. (1) Given the reactants [C:1]([C:4]1[CH:9]=[CH:8][C:7]([B:10]([OH:12])[OH:11])=[C:6]([O:13][CH3:14])[CH:5]=1)(O)=[O:2].[H-].[H-].[H-].[H-].[Li+].[Al+3], predict the reaction product. The product is: [OH:2][CH2:1][C:4]1[CH:9]=[CH:8][C:7]([B:10]([OH:11])[OH:12])=[C:6]([O:13][CH3:14])[CH:5]=1. (2) Given the reactants Cl[CH2:2][CH2:3][C:4]1[S:8][C:7]([OH:9])=[N:6][C:5]=1[C:10]1[CH:15]=[CH:14][C:13]([F:16])=[CH:12][CH:11]=1.Cl.[F:18][C:19]1[CH:33]=[CH:32][C:22]2[C:23]([CH:26]3[CH2:31][CH2:30][NH:29][CH2:28][CH2:27]3)=[CH:24][O:25][C:21]=2[CH:20]=1.C(N(C(C)C)CC)(C)C, predict the reaction product. The product is: [OH:9][C:7]1[S:8][C:4]([CH2:3][CH2:2][N:29]2[CH2:30][CH2:31][CH:26]([C:23]3[C:22]4[CH:32]=[CH:33][C:19]([F:18])=[CH:20][C:21]=4[O:25][CH:24]=3)[CH2:27][CH2:28]2)=[C:5]([C:10]2[CH:15]=[CH:14][C:13]([F:16])=[CH:12][CH:11]=2)[N:6]=1.